The task is: Predict the reaction yield, written as a fraction of the theoretical maximum amount of product (1.0 means a 100% yield; for example, 0.34 means a 34% yield).. This data is from Reaction yield outcomes from USPTO patents with 853,638 reactions. (1) The reactants are [Cl:1][C:2]1[N:6]2[CH:7]=[C:8]([C:15]3[CH:19]=[CH:18][O:17][CH:16]=3)[CH:9]=[C:10]([C:11]([F:14])([F:13])[F:12])[C:5]2=[N:4][C:3]=1[C:20]([OH:22])=O.[NH:23]1[CH2:28][CH2:27][CH:26]([N:29]2[C:33](=[O:34])[CH2:32][CH2:31][C:30]2=[O:35])[CH2:25][CH2:24]1.CCN(C(C)C)C(C)C.CN(C(ON1N=NC2C=CC=NC1=2)=[N+](C)C)C.F[P-](F)(F)(F)(F)F. The catalyst is CN(C=O)C.C(Cl)Cl. The product is [Cl:1][C:2]1[N:6]2[CH:7]=[C:8]([C:15]3[CH:19]=[CH:18][O:17][CH:16]=3)[CH:9]=[C:10]([C:11]([F:12])([F:14])[F:13])[C:5]2=[N:4][C:3]=1[C:20]([N:23]1[CH2:28][CH2:27][CH:26]([N:29]2[C:30](=[O:35])[CH2:31][CH2:32][C:33]2=[O:34])[CH2:25][CH2:24]1)=[O:22]. The yield is 0.490. (2) The reactants are Br.Br[CH2:3][C:4]1[N:5]=[C:6]2[C:11](=[N:12][CH:13]=1)[N:10]=[C:9]([NH2:14])[N:8]=[C:7]2[NH2:15].[NH2:16][CH2:17][C:18]1[C:27]2[C:22](=[CH:23][CH:24]=[CH:25][CH:26]=2)[CH:21]=[CH:20][CH:19]=1.C(=O)(O)[O-]. The catalyst is CN(C)C(=O)C. The product is [NH2:14][C:9]1[N:8]=[C:7]([NH2:15])[C:6]2[C:11](=[N:12][CH:13]=[C:4]([CH2:3][C:17]([CH2:3][C:4]3[N:5]=[C:6]4[C:11](=[N:12][CH:13]=3)[N:10]=[C:9]([NH2:14])[N:8]=[C:7]4[NH2:15])([NH2:16])[C:18]3[C:27]4[C:22](=[CH:23][CH:24]=[CH:25][CH:26]=4)[CH:21]=[CH:20][CH:19]=3)[N:5]=2)[N:10]=1. The yield is 0.150. (3) The product is [F:38][C:35]([F:36])([F:37])[CH:34]([C:39]1[CH:40]=[C:41]([Cl:47])[C:42]([Cl:46])=[C:43]([Cl:45])[CH:44]=1)/[CH:2]=[CH:1]/[C:3]1[CH:4]=[CH:5][C:6]([NH:9][N:10]2[C:18](=[O:19])[C:17]3[C:12](=[CH:13][CH:14]=[CH:15][CH:16]=3)[C:11]2=[O:20])=[CH:7][CH:8]=1. The yield is 0.750. The catalyst is ClC1C=CC=CC=1Cl.Cl[Cu]. The reactants are [CH:1]([C:3]1[CH:8]=[CH:7][C:6]([NH:9][N:10]2[C:18](=[O:19])[C:17]3[C:12](=[CH:13][CH:14]=[CH:15][CH:16]=3)[C:11]2=[O:20])=[CH:5][CH:4]=1)=[CH2:2].N1C=CC=CC=1C1C=CC=CN=1.Br[CH:34]([C:39]1[CH:40]=[C:41]([Cl:47])[C:42]([Cl:46])=[C:43]([Cl:45])[CH:44]=1)[C:35]([F:38])([F:37])[F:36]. (4) The reactants are Br[CH2:2][CH2:3][CH2:4][C:5]1[N:6]=[C:7]([C:11]2[CH:16]=[CH:15][CH:14]=[CH:13][CH:12]=2)[O:8][C:9]=1[CH3:10].CN1C(=O)N(C)[CH2:21][CH2:20]C1.[C-]#[C-].[CH3:28][Si:29]([Li])([CH3:31])[CH3:30]. The catalyst is C1COCC1. The product is [CH3:10][C:9]1[O:8][C:7]([C:11]2[CH:16]=[CH:15][CH:14]=[CH:13][CH:12]=2)=[N:6][C:5]=1[CH2:4][CH2:3][CH2:2][C:20]#[C:21][Si:29]([CH3:31])([CH3:30])[CH3:28]. The yield is 0.500.